This data is from Catalyst prediction with 721,799 reactions and 888 catalyst types from USPTO. The task is: Predict which catalyst facilitates the given reaction. (1) Reactant: [N+:1]([C:4]1[C:13]2[C:8](=[CH:9][CH:10]=[CH:11][CH:12]=2)[C:7]([OH:14])=[CH:6][CH:5]=1)([O-:3])=[O:2].Cl.Cl[CH2:17][CH2:18][N:19]1[CH2:24][CH2:23][O:22][CH2:21][CH2:20]1.[OH-].[Na+].C(=O)([O-])[O-].[K+].[K+]. Product: [N+:1]([C:4]1[C:13]2[C:8](=[CH:9][CH:10]=[CH:11][CH:12]=2)[C:7]([O:14][CH2:17][CH2:18][N:19]2[CH2:24][CH2:23][O:22][CH2:21][CH2:20]2)=[CH:6][CH:5]=1)([O-:3])=[O:2]. The catalyst class is: 264. (2) Reactant: C(OC([N:8]1[CH2:13][CH2:12][CH:11]([C:14]2[N:15]([CH3:19])[N:16]=[CH:17][CH:18]=2)[CH2:10][CH2:9]1)=O)CCC.[C:20]([OH:26])([C:22]([F:25])([F:24])[F:23])=[O:21]. Product: [F:23][C:22]([F:25])([F:24])[C:20]([OH:26])=[O:21].[CH3:19][N:15]1[C:14]([CH:11]2[CH2:12][CH2:13][NH:8][CH2:9][CH2:10]2)=[CH:18][CH:17]=[N:16]1. The catalyst class is: 2. (3) Reactant: [Br:1][C:2]1[CH:11]=[CH:10][C:5]([C:6]([O:8][CH3:9])=[O:7])=[C:4]([CH3:12])[CH:3]=1.[Br:13]N1C(=O)CCC1=O. Product: [Br:1][C:2]1[CH:11]=[CH:10][C:5]([C:6]([O:8][CH3:9])=[O:7])=[C:4]([CH2:12][Br:13])[CH:3]=1. The catalyst class is: 340. (4) Reactant: [CH:1]1([S:4][C:5]2[CH:10]=[CH:9][CH:8]=[CH:7][C:6]=2[CH:11]2[CH:15]([C:16]([O:18][CH2:19][CH3:20])=[O:17])[CH2:14][CH2:13][N:12]2[C:21]([O:23][C:24]([CH3:27])([CH3:26])[CH3:25])=[O:22])[CH2:3][CH2:2]1.[OH:28]OS([O-])=O.[K+].[OH2:34]. Product: [CH:1]1([S:4]([C:5]2[CH:10]=[CH:9][CH:8]=[CH:7][C:6]=2[CH:11]2[CH:15]([C:16]([O:18][CH2:19][CH3:20])=[O:17])[CH2:14][CH2:13][N:12]2[C:21]([O:23][C:24]([CH3:26])([CH3:25])[CH3:27])=[O:22])(=[O:28])=[O:34])[CH2:2][CH2:3]1. The catalyst class is: 14. (5) Product: [OH:21][C:10]1[CH:9]=[CH:8][CH:7]=[CH:6][C:5]=1[C:3](=[O:4])[CH:2]=[CH:17][C:16]1[CH:19]=[CH:20][C:13]([O:12][CH3:11])=[CH:14][CH:15]=1. The catalyst class is: 5. Reactant: O[CH2:2][C:3]([C:5]1[CH:10]=[CH:9][CH:8]=[CH:7][CH:6]=1)=[O:4].[CH3:11][O:12][C:13]1[CH:20]=[CH:19][C:16]([CH:17]=O)=[CH:15][CH:14]=1.[OH-:21].[Na+].[K+].[Br-]. (6) Reactant: [Cl:1][C:2]1[CH:3]=[C:4]([N:10]2[C:14]([CH3:15])=[C:13]([CH2:16][C:17]3[CH:22]=[CH:21][C:20]([C:23]4[O:27][C:26]([C:28]([O:30]C)=O)=[N:25][N:24]=4)=[CH:19][CH:18]=3)[C:12]([CH3:32])=[N:11]2)[CH:5]=[CH:6][C:7]=1[C:8]#[N:9].[CH3:33][Mg]Br.[Cl-].[NH4+]. Product: [C:28]([C:26]1[O:27][C:23]([C:20]2[CH:21]=[CH:22][C:17]([CH2:16][C:13]3[C:12]([CH3:32])=[N:11][N:10]([C:4]4[CH:5]=[CH:6][C:7]([C:8]#[N:9])=[C:2]([Cl:1])[CH:3]=4)[C:14]=3[CH3:15])=[CH:18][CH:19]=2)=[N:24][N:25]=1)(=[O:30])[CH3:33]. The catalyst class is: 1. (7) Reactant: P(Cl)(Cl)([Cl:3])=O.[Cl:6][C:7]1[CH:8]=[CH:9][C:10]2[NH:16][C:15](=O)[C:14]3=[CH:18][C:19]([CH3:21])=[CH:20][N:13]3[CH2:12][C:11]=2[CH:22]=1. Product: [Cl:6][C:7]1[CH:8]=[CH:9][C:10]2[N:16]=[C:15]([Cl:3])[C:14]3=[CH:18][C:19]([CH3:21])=[CH:20][N:13]3[CH2:12][C:11]=2[CH:22]=1. The catalyst class is: 2. (8) Reactant: [C:1]([O:5][C:6](=[O:28])[NH:7][C@:8]([CH2:26][OH:27])([CH3:25])[CH2:9][CH2:10][C:11]1[CH:12]=[CH:13][C:14]2[O:18][C:17]([CH2:19][CH2:20][CH2:21][CH2:22][CH3:23])=[N:16][C:15]=2[CH:24]=1)([CH3:4])([CH3:3])[CH3:2].N1C=NN=N1.C(N(CC)[P:37]1[O:43][CH2:42][C:41]2[CH:44]=[CH:45][CH:46]=[CH:47][C:40]=2[CH2:39][O:38]1)C.OO.[O-:52]S([O-])(=S)=O.[Na+].[Na+]. Product: [C:1]([O:5][C:6](=[O:28])[NH:7][C@@:8]([CH3:25])([CH2:26][O:27][P:37]1(=[O:52])[O:38][CH2:39][C:40]2[CH:47]=[CH:46][CH:45]=[CH:44][C:41]=2[CH2:42][O:43]1)[CH2:9][CH2:10][C:11]1[CH:12]=[CH:13][C:14]2[O:18][C:17]([CH2:19][CH2:20][CH2:21][CH2:22][CH3:23])=[N:16][C:15]=2[CH:24]=1)([CH3:2])([CH3:3])[CH3:4]. The catalyst class is: 49. (9) Reactant: [OH:1][C:2]1[CH:3]=[CH:4][C:5]([C:8]([O:10][CH3:11])=[O:9])=[N:6][CH:7]=1.C(=O)([O-])[O-].[K+].[K+].Cl[CH2:19][C:20]1[C:21]([CH3:26])=[N:22][O:23][C:24]=1[CH3:25]. Product: [CH3:26][C:21]1[C:20]([CH2:19][O:1][C:2]2[CH:3]=[CH:4][C:5]([C:8]([O:10][CH3:11])=[O:9])=[N:6][CH:7]=2)=[C:24]([CH3:25])[O:23][N:22]=1. The catalyst class is: 9. (10) Reactant: [F:1][CH:2]([CH2:15][N:16]1[CH:21]=[CH:20][C:19]([NH:22][C:23](=[O:31])[CH2:24][C:25]2[CH:30]=[CH:29][CH:28]=[CH:27][CH:26]=2)=[CH:18][C:17]1=[O:32])[CH2:3][CH2:4][N:5]1[CH:9]=[C:8]([C:10]([O:12]CC)=[O:11])[N:7]=[N:6]1.[Li+].[OH-]. Product: [F:1][CH:2]([CH2:15][N:16]1[CH:21]=[CH:20][C:19]([NH:22][C:23](=[O:31])[CH2:24][C:25]2[CH:26]=[CH:27][CH:28]=[CH:29][CH:30]=2)=[CH:18][C:17]1=[O:32])[CH2:3][CH2:4][N:5]1[CH:9]=[C:8]([C:10]([OH:12])=[O:11])[N:7]=[N:6]1. The catalyst class is: 36.